Dataset: NCI-60 drug combinations with 297,098 pairs across 59 cell lines. Task: Regression. Given two drug SMILES strings and cell line genomic features, predict the synergy score measuring deviation from expected non-interaction effect. Drug 1: CN1C(=O)N2C=NC(=C2N=N1)C(=O)N. Synergy scores: CSS=19.4, Synergy_ZIP=-7.10, Synergy_Bliss=1.42, Synergy_Loewe=-15.8, Synergy_HSA=-2.54. Cell line: OVCAR-4. Drug 2: C1=NC(=NC(=O)N1C2C(C(C(O2)CO)O)O)N.